From a dataset of Catalyst prediction with 721,799 reactions and 888 catalyst types from USPTO. Predict which catalyst facilitates the given reaction. (1) Reactant: [F:1][C:2]1[CH:24]=[CH:23][C:5]([CH2:6][NH:7][C:8]2[CH:15]=[CH:14][C:11]([C:12]#[N:13])=[C:10]([O:16]COCCOC)[CH:9]=2)=[CH:4][CH:3]=1.Cl. Product: [F:1][C:2]1[CH:24]=[CH:23][C:5]([CH2:6][NH:7][C:8]2[CH:15]=[CH:14][C:11]([C:12]#[N:13])=[C:10]([OH:16])[CH:9]=2)=[CH:4][CH:3]=1. The catalyst class is: 1. (2) Reactant: C[O:2][C:3](=[O:23])[C:4]1[CH:9]=[CH:8][C:7]([NH:10][CH3:11])=[C:6]([O:12][CH2:13][CH2:14][C:15]2[CH:20]=[CH:19][C:18]([Cl:21])=[CH:17][C:16]=2[Cl:22])[CH:5]=1.O.O.[OH-].[Li+].Cl. Product: [Cl:22][C:16]1[CH:17]=[C:18]([Cl:21])[CH:19]=[CH:20][C:15]=1[CH2:14][CH2:13][O:12][C:6]1[CH:5]=[C:4]([CH:9]=[CH:8][C:7]=1[NH:10][CH3:11])[C:3]([OH:23])=[O:2]. The catalyst class is: 5. (3) Reactant: [C:1]([O:5][C:6]([CH:8]1[CH2:13][CH2:12][N:11]([C:14]2[C:22]([C:23]#[N:24])=[CH:21][C:17]([C:18]([OH:20])=[O:19])=[C:16]([CH2:25][N:26]3[CH2:30][CH2:29][CH2:28][C:27]3=[O:31])[N:15]=2)[CH2:10][CH2:9]1)=[O:7])([CH3:4])([CH3:3])[CH3:2].CCN(C(C)C)[CH:35]([CH3:37])[CH3:36].ClC(OC(C)C)=O.Cl. Product: [C:1]([O:5][C:6]([CH:8]1[CH2:9][CH2:10][N:11]([C:14]2[C:22]([C:23]#[N:24])=[CH:21][C:17]([C:18]([O:20][CH:35]([CH3:37])[CH3:36])=[O:19])=[C:16]([CH2:25][N:26]3[CH2:30][CH2:29][CH2:28][C:27]3=[O:31])[N:15]=2)[CH2:12][CH2:13]1)=[O:7])([CH3:4])([CH3:2])[CH3:3]. The catalyst class is: 808. (4) Reactant: CO[CH:3]([N:6]([CH3:8])[CH3:7])OC.[C:9]([C:12]1[CH:13]=[CH:14][C:15]([F:22])=[C:16]([CH:21]=1)[C:17]([O:19][CH3:20])=[O:18])(=[O:11])[CH3:10].CO. Product: [CH3:8][N:6]([CH3:7])[CH:3]=[CH:10][C:9]([C:12]1[CH:13]=[CH:14][C:15]([F:22])=[C:16]([CH:21]=1)[C:17]([O:19][CH3:20])=[O:18])=[O:11]. The catalyst class is: 11. (5) The catalyst class is: 23. Product: [CH2:15]([NH:22][S:23]([C:26]1[CH:31]=[CH:30][C:29]([NH:32][C:33]2[N:35]=[C:8]([C:3]3[S:4][C:5]([CH3:7])=[N:6][C:2]=3[CH3:1])[CH:9]=[CH:10][N:34]=2)=[CH:28][CH:27]=1)(=[O:24])=[O:25])[C:16]1[CH:21]=[CH:20][CH:19]=[CH:18][CH:17]=1. Reactant: [CH3:1][C:2]1[N:6]=[C:5]([CH3:7])[S:4][C:3]=1/[CH:8]=[CH:9]/[C:10](N(C)C)=O.[CH2:15]([NH:22][S:23]([C:26]1[CH:31]=[CH:30][C:29]([NH:32][C:33]([NH2:35])=[NH:34])=[CH:28][CH:27]=1)(=[O:25])=[O:24])[C:16]1[CH:21]=[CH:20][CH:19]=[CH:18][CH:17]=1. (6) Reactant: [O:1]=[S:2]1(=[O:58])[CH2:7][CH2:6][CH:5]([CH2:8][CH2:9][NH:10][C@:11]23[CH2:54][CH2:53][C@@H:52]([C:55]([CH3:57])=[CH2:56])[C@@H:12]2[C@@H:13]2[C@@:26]([CH3:29])([CH2:27][CH2:28]3)[C@@:25]3([CH3:30])[C@@H:16]([C@:17]4([CH3:51])[C@@H:22]([CH2:23][CH2:24]3)[C:21]([CH3:32])([CH3:31])[C:20]([C:33]3[CH2:38][CH2:37][C@@:36]([CH2:49][F:50])([C:39]([O:41]CC5C=CC=CC=5)=[O:40])[CH2:35][CH:34]=3)=[CH:19][CH2:18]4)[CH2:15][CH2:14]2)[CH2:4][CH2:3]1.N[C@]12CC[C@@H](C(C)=C)[C@@H]1[C@@H]1[C@@](C)(CC2)[C@@]2(C)[C@@H]([C@]3(C)[C@@H](CC2)C(C)(C)C(C2CC[C@@](CF)(C(OCC4C=CC=CC=4)=O)CC=2)=CC3)CC1.BrCCC1CCS(=O)(=O)CC1.[O-]P([O-])([O-])=O.[K+].[K+].[K+].[Na+].[I-]. Product: [O:58]=[S:2]1(=[O:1])[CH2:7][CH2:6][CH:5]([CH2:8][CH2:9][NH:10][C@:11]23[CH2:54][CH2:53][C@@H:52]([C:55]([CH3:57])=[CH2:56])[C@@H:12]2[C@@H:13]2[C@@:26]([CH3:29])([CH2:27][CH2:28]3)[C@@:25]3([CH3:30])[C@@H:16]([C@:17]4([CH3:51])[C@@H:22]([CH2:23][CH2:24]3)[C:21]([CH3:32])([CH3:31])[C:20]([C:33]3[CH2:38][CH2:37][C@@:36]([CH2:49][F:50])([C:39]([OH:41])=[O:40])[CH2:35][CH:34]=3)=[CH:19][CH2:18]4)[CH2:15][CH2:14]2)[CH2:4][CH2:3]1. The catalyst class is: 23. (7) Reactant: C(OC([CH:8]1[CH2:13][CH2:12][C:11]([CH:14]2[C:22]3[C:17](=[CH:18][C:19]([Cl:23])=[CH:20][CH:21]=3)[NH:16][C:15]2=[O:24])=[CH:10][NH:9]1)=O)(C)(C)C.Br[CH2:26][C:27]1[CH:32]=[C:31]([Cl:33])[N:30]=[C:29]([Cl:34])[CH:28]=1.[I-].[K+].[C:37](=[O:40])([O-])[O-:38].[K+].[K+]. Product: [C:11]([O:38][C:37]([N:9]1[CH:10]=[C:11]([C:14]2([CH2:26][C:27]3[CH:32]=[C:31]([Cl:33])[N:30]=[C:29]([Cl:34])[CH:28]=3)[C:22]3[C:17](=[CH:18][C:19]([Cl:23])=[CH:20][CH:21]=3)[NH:16][C:15]2=[O:24])[CH2:12][CH2:13][CH2:8]1)=[O:40])([CH3:14])([CH3:12])[CH3:10]. The catalyst class is: 372. (8) Reactant: [CH:1]1([C:4]2[N:5]=[C:6]3[C:12]([C:13]([NH:15][CH:16]4[C:21]([CH3:23])([CH3:22])[CH2:20][CH2:19][N:18]([S:24]([CH3:27])(=[O:26])=[O:25])[CH2:17]4)=[O:14])=[CH:11][N:10](COCC[Si](C)(C)C)[C:7]3=[N:8][CH:9]=2)[CH2:3][CH2:2]1.C(O)(C(F)(F)F)=O.C(N)CN. Product: [CH3:27][S:24]([N:18]1[CH2:19][CH2:20][C:21]([CH3:23])([CH3:22])[CH:16]([NH:15][C:13]([C:12]2[C:6]3[C:7](=[N:8][CH:9]=[C:4]([CH:1]4[CH2:2][CH2:3]4)[N:5]=3)[NH:10][CH:11]=2)=[O:14])[CH2:17]1)(=[O:26])=[O:25]. The catalyst class is: 2.